This data is from CYP2D6 inhibition data for predicting drug metabolism from PubChem BioAssay. The task is: Regression/Classification. Given a drug SMILES string, predict its absorption, distribution, metabolism, or excretion properties. Task type varies by dataset: regression for continuous measurements (e.g., permeability, clearance, half-life) or binary classification for categorical outcomes (e.g., BBB penetration, CYP inhibition). Dataset: cyp2d6_veith. (1) The compound is Nc1[nH]c(=S)[nH]c(=O)c1N=Nc1c(Br)cc(S(N)(=O)=O)cc1Br. The result is 0 (non-inhibitor). (2) The drug is CNC(=O)[C@@H]1C[C@H]1[C@@H](NP(=O)(c1ccccc1)c1ccccc1)c1ccccc1. The result is 0 (non-inhibitor).